Dataset: Merck oncology drug combination screen with 23,052 pairs across 39 cell lines. Task: Regression. Given two drug SMILES strings and cell line genomic features, predict the synergy score measuring deviation from expected non-interaction effect. (1) Drug 1: CCC1(O)C(=O)OCc2c1cc1n(c2=O)Cc2cc3c(CN(C)C)c(O)ccc3nc2-1. Drug 2: Cn1cc(-c2cnn3c(N)c(Br)c(C4CCCNC4)nc23)cn1. Cell line: RKO. Synergy scores: synergy=7.37. (2) Drug 1: CN1C(=O)C=CC2(C)C3CCC4(C)C(NC(=O)OCC(F)(F)F)CCC4C3CCC12. Drug 2: CCC1(O)CC2CN(CCc3c([nH]c4ccccc34)C(C(=O)OC)(c3cc4c(cc3OC)N(C)C3C(O)(C(=O)OC)C(OC(C)=O)C5(CC)C=CCN6CCC43C65)C2)C1. Cell line: SKMEL30. Synergy scores: synergy=-4.50. (3) Synergy scores: synergy=18.6. Cell line: VCAP. Drug 1: NC(=O)c1cccc2cn(-c3ccc(C4CCCNC4)cc3)nc12. Drug 2: Cn1cc(-c2cnn3c(N)c(Br)c(C4CCCNC4)nc23)cn1. (4) Drug 2: Cn1cc(-c2cnn3c(N)c(Br)c(C4CCCNC4)nc23)cn1. Synergy scores: synergy=-10.1. Cell line: T47D. Drug 1: C#Cc1cccc(Nc2ncnc3cc(OCCOC)c(OCCOC)cc23)c1. (5) Drug 1: N.N.O=C(O)C1(C(=O)O)CCC1.[Pt]. Drug 2: C=CCn1c(=O)c2cnc(Nc3ccc(N4CCN(C)CC4)cc3)nc2n1-c1cccc(C(C)(C)O)n1. Cell line: SKOV3. Synergy scores: synergy=18.3.